This data is from Forward reaction prediction with 1.9M reactions from USPTO patents (1976-2016). The task is: Predict the product of the given reaction. (1) Given the reactants [CH2:1]([O:8][C:9]1[C:10]([C:28](O)=[O:29])=[N:11][C:12]([CH2:16][C:17]2([C:22]3[CH:27]=[CH:26][CH:25]=[CH:24][CH:23]=3)[CH2:21][CH2:20][CH2:19][CH2:18]2)=[N:13][C:14]=1[OH:15])[C:2]1[CH:7]=[CH:6][CH:5]=[CH:4][CH:3]=1.[Si:31]([O:38][CH2:39][CH2:40][NH:41][CH:42]1[CH2:47][CH2:46][O:45][CH2:44][CH2:43]1)([C:34]([CH3:37])([CH3:36])[CH3:35])([CH3:33])[CH3:32].C(N(CC)C(C)C)(C)C.CN(C(ON1N=NC2C=CC=NC1=2)=[N+](C)C)C.F[P-](F)(F)(F)(F)F, predict the reaction product. The product is: [Si:31]([O:38][CH2:39][CH2:40][N:41]([CH:42]1[CH2:47][CH2:46][O:45][CH2:44][CH2:43]1)[C:28]([C:10]1[C:9]([O:8][CH2:1][C:2]2[CH:7]=[CH:6][CH:5]=[CH:4][CH:3]=2)=[C:14]([OH:15])[N:13]=[C:12]([CH2:16][C:17]2([C:22]3[CH:27]=[CH:26][CH:25]=[CH:24][CH:23]=3)[CH2:21][CH2:20][CH2:19][CH2:18]2)[N:11]=1)=[O:29])([C:34]([CH3:37])([CH3:36])[CH3:35])([CH3:33])[CH3:32]. (2) The product is: [N:7]([C:6]1[CH:8]=[CH:9][C:3]([O:2][CH3:1])=[CH:4][C:5]=1[S:10][CH3:11])=[C:12]=[O:13]. Given the reactants [CH3:1][O:2][C:3]1[CH:9]=[CH:8][C:6]([NH2:7])=[C:5]([S:10][CH3:11])[CH:4]=1.[C:12](Cl)(Cl)=[O:13], predict the reaction product. (3) Given the reactants [CH2:1]([O:3][C:4]([C:6]1[CH:11]=[C:10]([O:12][CH2:13][C:14]2[CH:19]=[CH:18][CH:17]=[CH:16][CH:15]=2)[CH:9]=[C:8]([C:20](OCC)=[O:21])[N:7]=1)=[O:5])[CH3:2].[Cl-].[Ca+2].[Cl-].[BH4-].[Na+].Cl, predict the reaction product. The product is: [CH2:1]([O:3][C:4]([C:6]1[CH:11]=[C:10]([O:12][CH2:13][C:14]2[CH:19]=[CH:18][CH:17]=[CH:16][CH:15]=2)[CH:9]=[C:8]([CH2:20][OH:21])[N:7]=1)=[O:5])[CH3:2]. (4) Given the reactants [SH:1][CH2:2][CH2:3][OH:4].CCN(C(C)C)C(C)C.Br[CH:15]1[CH2:19][CH2:18][O:17][C:16]1=[O:20], predict the reaction product. The product is: [OH:4][CH2:3][CH2:2][S:1][CH:15]1[CH2:19][CH2:18][O:17][C:16]1=[O:20]. (5) Given the reactants C([N:4]1[C:28](=O)[C:7]2=[N:8][N:9]([CH2:16][C:17]3[CH:22]=[CH:21][C:20]([N:23]4[CH:27]=[CH:26][CH:25]=[N:24]4)=[CH:19][CH:18]=3)C3[CH:11]=[CH:12][CH:13]=[CH:14][C:15]=3[C:6]2=[N:5]1)C=C.C[N+]1([O-])CCOCC1.I([O-])(=O)(=O)=O.[Na+].[C:44](=[O:47])(O)[O-].[Na+], predict the reaction product. The product is: [N:23]1([C:20]2[CH:19]=[CH:18][C:17]([CH2:16][N:9]3[C:44](=[O:47])[C:28]4=[N:4][NH:5][C:11]5[CH:12]=[CH:13][CH:14]=[CH:15][C:6]=5[C:7]4=[N:8]3)=[CH:22][CH:21]=2)[CH:27]=[CH:26][CH:25]=[N:24]1. (6) Given the reactants [CH2:1]([S:3][C:4]1[N:5]([C:16]2[CH:21]=[CH:20][C:19]([O:22][CH2:23][C:24]([F:27])([F:26])[F:25])=[CH:18][CH:17]=2)[C:6](=[O:15])[C:7]2[CH:13]=[CH:12][NH:11][C:10](=[O:14])[C:8]=2[N:9]=1)[CH3:2].F[C:29](C1C=CC=CC=1)(F)F.F[B-](F)(F)F.C[O+](C)C, predict the reaction product. The product is: [CH2:1]([S:3][C:4]1[N:5]([C:16]2[CH:21]=[CH:20][C:19]([O:22][CH2:23][C:24]([F:26])([F:27])[F:25])=[CH:18][CH:17]=2)[C:6](=[O:15])[C:7]2[CH:13]=[CH:12][N:11]=[C:10]([O:14][CH3:29])[C:8]=2[N:9]=1)[CH3:2]. (7) The product is: [CH:33]([O:14][C:4]1[CH:3]=[C:2]([C:39]2[N:40]=[CH:41][C:42]([C:45]3[CH:46]=[N:47][N:48]([CH:50]4[CH2:55][CH2:54][NH:53][CH2:52][CH2:51]4)[CH:49]=3)=[CH:43][N:44]=2)[CH:7]=[C:6]([C:8]2[CH:9]=[N:10][N:11]([CH3:13])[CH:12]=2)[CH:5]=1)=[O:36]. Given the reactants Br[C:2]1[CH:3]=[C:4]([OH:14])[CH:5]=[C:6]([C:8]2[CH:9]=[N:10][N:11]([CH3:13])[CH:12]=2)[CH:7]=1.B1(B2OC(C)(C)C(C)(C)O2)OC(C)(C)C(C)(C)O1.[C:33]([O-:36])(=O)C.[K+].I[C:39]1[N:44]=[CH:43][C:42]([C:45]2[CH:46]=[N:47][N:48]([CH:50]3[CH2:55][CH2:54][N:53](C(OC(C)(C)C)=O)[CH2:52][CH2:51]3)[CH:49]=2)=[CH:41][N:40]=1.C(=O)([O-])[O-].[K+].[K+], predict the reaction product.